Predict the product of the given reaction. From a dataset of Forward reaction prediction with 1.9M reactions from USPTO patents (1976-2016). (1) Given the reactants [CH2:1]([OH:4])[CH2:2][OH:3].[H-].[Na+].Br[CH2:8][C:9]1[CH:14]=[CH:13][C:12]([Cl:15])=[CH:11][CH:10]=1.O, predict the reaction product. The product is: [Cl:15][C:12]1[CH:13]=[CH:14][C:9]([CH2:8][O:3][CH2:2][CH2:1][OH:4])=[CH:10][CH:11]=1. (2) Given the reactants [N+:1]([C:4]1[CH:15]=[CH:14][C:7]([CH2:8][C@@H:9]([C:11]([OH:13])=[O:12])[NH2:10])=[CH:6][CH:5]=1)([O-:3])=[O:2].[OH-].[Na+].[Cl:18][C:19]1[CH:27]=[CH:26][CH:25]=[C:24]([Cl:28])[C:20]=1[C:21](Cl)=[O:22].Cl, predict the reaction product. The product is: [Cl:18][C:19]1[CH:27]=[CH:26][CH:25]=[C:24]([Cl:28])[C:20]=1[C:21]([NH:10][C@H:9]([C:11]([OH:13])=[O:12])[CH2:8][C:7]1[CH:6]=[CH:5][C:4]([N+:1]([O-:3])=[O:2])=[CH:15][CH:14]=1)=[O:22]. (3) Given the reactants [F:1][C:2]1[CH:3]=[C:4]2[C:9](=[C:10]([O:21][CH3:22])[C:11]=1[N:12]1[CH2:17][CH2:16][CH:15]([C:18]([OH:20])=[O:19])[CH2:14][CH2:13]1)[N:8]([CH2:23][C:24]([F:27])([F:26])[F:25])[CH:7]=[C:6]([C:28]([NH:30][CH2:31][C:32]1[CH:37]=[CH:36][C:35]([O:38][C:39]([F:42])([F:41])[F:40])=[CH:34][C:33]=1[CH3:43])=[O:29])[C:5]2=[O:44].C(#N)C.[OH-].[OH:49][CH2:50][CH2:51][N+:52]([CH3:55])([CH3:54])[CH3:53], predict the reaction product. The product is: [OH:49][CH2:50][CH2:51][N+:52]([CH3:55])([CH3:54])[CH3:53].[F:1][C:2]1[CH:3]=[C:4]2[C:9](=[C:10]([O:21][CH3:22])[C:11]=1[N:12]1[CH2:17][CH2:16][CH:15]([C:18]([O-:20])=[O:19])[CH2:14][CH2:13]1)[N:8]([CH2:23][C:24]([F:27])([F:25])[F:26])[CH:7]=[C:6]([C:28]([NH:30][CH2:31][C:32]1[CH:37]=[CH:36][C:35]([O:38][C:39]([F:40])([F:41])[F:42])=[CH:34][C:33]=1[CH3:43])=[O:29])[C:5]2=[O:44]. (4) Given the reactants [Cl:1][C:2]1[C:3]2[NH:10][CH:9]=[CH:8][C:4]=2[N:5]=[CH:6][N:7]=1.Cl[CH2:12][C:13]#[C:14][CH2:15][NH:16][C:17](=[O:23])[O:18][C:19]([CH3:22])([CH3:21])[CH3:20].C(=O)([O-])[O-].[Cs+].[Cs+].CN(C)C=O, predict the reaction product. The product is: [C:19]([O:18][C:17](=[O:23])[NH:16][CH2:15][C:14]#[C:13][CH2:12][N:10]1[C:3]2[C:2]([Cl:1])=[N:7][CH:6]=[N:5][C:4]=2[CH:8]=[CH:9]1)([CH3:22])([CH3:21])[CH3:20]. (5) Given the reactants [Cl:1][C:2]1[CH:3]=[CH:4][C:5]([O:23][CH2:24][C:25]2[CH:30]=[CH:29][CH:28]=[CH:27][CH:26]=2)=[C:6]([CH2:8][N:9]2[C:13]([CH3:14])=[CH:12][C:11]([C:15](/[N:17]=[C:18](/[N:20](C)C)\[CH3:19])=O)=[N:10]2)[CH:7]=1.O1CCOCC1.O.[NH2:38]N, predict the reaction product. The product is: [Cl:1][C:2]1[CH:3]=[CH:4][C:5]([O:23][CH2:24][C:25]2[CH:26]=[CH:27][CH:28]=[CH:29][CH:30]=2)=[C:6]([CH2:8][N:9]2[C:13]([CH3:14])=[CH:12][C:11]([C:15]3[N:17]=[C:18]([CH3:19])[NH:20][N:38]=3)=[N:10]2)[CH:7]=1. (6) Given the reactants [NH2:1][CH:2]1[CH2:7][CH2:6][CH:5]([OH:8])[CH2:4][CH2:3]1.[C:9](O[C:9]([O:11][C:12]([CH3:15])([CH3:14])[CH3:13])=[O:10])([O:11][C:12]([CH3:15])([CH3:14])[CH3:13])=[O:10].[OH-].[Na+], predict the reaction product. The product is: [OH:8][CH:5]1[CH2:6][CH2:7][CH:2]([NH:1][C:9](=[O:10])[O:11][C:12]([CH3:15])([CH3:14])[CH3:13])[CH2:3][CH2:4]1.